Task: Predict the reactants needed to synthesize the given product.. Dataset: Full USPTO retrosynthesis dataset with 1.9M reactions from patents (1976-2016) (1) Given the product [CH3:21][CH:22]1[CH2:26][CH2:25][CH:24]([CH3:27])[N:23]1[C:28]1[N:33]=[C:32]([NH:34][C:2]2[C:3]3[N:4]([CH:18]=[CH:19][N:20]=3)[N:5]=[C:6]([C:8]3[CH:9]=[C:10]([CH:15]=[CH:16][CH:17]=3)[C:11]([O:13][CH3:14])=[O:12])[CH:7]=2)[CH:31]=[CH:30][CH:29]=1, predict the reactants needed to synthesize it. The reactants are: Br[C:2]1[C:3]2[N:4]([CH:18]=[CH:19][N:20]=2)[N:5]=[C:6]([C:8]2[CH:9]=[C:10]([CH:15]=[CH:16][CH:17]=2)[C:11]([O:13][CH3:14])=[O:12])[CH:7]=1.[CH3:21][CH:22]1[CH2:26][CH2:25][CH:24]([CH3:27])[N:23]1[C:28]1[N:33]=[C:32]([NH2:34])[CH:31]=[CH:30][CH:29]=1.C1C=CC(P(C2C(C3C(P(C4C=CC=CC=4)C4C=CC=CC=4)=CC=C4C=3C=CC=C4)=C3C(C=CC=C3)=CC=2)C2C=CC=CC=2)=CC=1.C([O-])([O-])=O.[Cs+].[Cs+]. (2) The reactants are: [NH:1]1[CH2:6][CH2:5][CH2:4][CH2:3][CH2:2]1.[Cl:7][CH2:8][CH2:9][CH2:10]O.[OH-].[Na+].S(Cl)(Cl)=O. Given the product [ClH:7].[Cl:7][CH2:8][CH2:9][CH2:10][N:1]1[CH2:6][CH2:5][CH2:4][CH2:3][CH2:2]1, predict the reactants needed to synthesize it. (3) Given the product [CH2:31]([O:30][C:28]([CH:27]([C:22]1[CH:23]=[C:24]2[C:19](=[CH:20][CH:21]=1)[N:18]([C:9]([O:11][C:12]([CH3:13])([CH3:14])[CH3:15])=[O:10])[C:17](=[O:16])[C:25]2=[O:26])[CH2:33][CH2:34][CH3:35])=[O:29])[CH3:32], predict the reactants needed to synthesize it. The reactants are: [C:9](O[C:9]([O:11][C:12]([CH3:15])([CH3:14])[CH3:13])=[O:10])([O:11][C:12]([CH3:15])([CH3:14])[CH3:13])=[O:10].[O:16]=[C:17]1[C:25](=[O:26])[C:24]2[C:19](=[CH:20][CH:21]=[C:22]([CH:27]([CH2:33][CH2:34][CH3:35])[C:28]([O:30][CH2:31][CH3:32])=[O:29])[CH:23]=2)[NH:18]1. (4) Given the product [Cl:10][C:7]1[CH:8]=[CH:9][C:4]([CH2:3][CH2:2][CH:25]2[C:26]3[C:14]4[CH:15]=[C:16]([C:17]([OH:19])=[O:18])[CH:21]=[CH:22][C:13]=4[NH:11][C:27]=3[CH2:28][CH2:29][N:24]2[CH3:23])=[CH:5][CH:6]=1, predict the reactants needed to synthesize it. The reactants are: Br[CH2:2][CH2:3][C:4]1[CH:9]=[CH:8][C:7]([Cl:10])=[CH:6][CH:5]=1.[NH:11]([C:13]1[CH:22]=[CH:21][C:16]([C:17]([O:19]C)=[O:18])=[CH:15][CH:14]=1)N.[CH3:23][N:24]1[CH2:29][CH2:28][C:27](=O)[CH2:26][CH2:25]1. (5) Given the product [CH3:1][N:2]1[CH2:7][CH2:6][N:5]([C:8]2[CH:33]=[CH:32][C:11]([CH2:12][NH:13][C:14]3[N:23]([CH2:24][CH2:25][CH2:26][C:27]([OH:29])=[O:28])[C:22](=[O:31])[C:21]4[C:16](=[CH:17][CH:18]=[CH:19][CH:20]=4)[N:15]=3)=[CH:10][CH:9]=2)[CH2:4][CH2:3]1, predict the reactants needed to synthesize it. The reactants are: [CH3:1][N:2]1[CH2:7][CH2:6][N:5]([C:8]2[CH:33]=[CH:32][C:11]([CH2:12][NH:13][C:14]3[N:23]([CH2:24][CH2:25][CH2:26][C:27]([O:29]C)=[O:28])[C:22](=[O:31])[C:21]4[C:16](=[CH:17][CH:18]=[CH:19][CH:20]=4)[N:15]=3)=[CH:10][CH:9]=2)[CH2:4][CH2:3]1. (6) Given the product [CH2:6]([O:5][C:3](=[O:4])[C:2]([CH3:13])([CH3:1])[C:8]([OH:10])=[O:9])[CH3:7], predict the reactants needed to synthesize it. The reactants are: [CH3:1][C:2]([CH3:13])([C:8]([O:10]CC)=[O:9])[C:3]([O:5][CH2:6][CH3:7])=[O:4].[OH-].[K+].CCOC(C)=O.Cl. (7) Given the product [Cl:22][C:16]1[C:17]([Cl:21])=[CH:18][CH:19]=[CH:20][C:15]=1[NH:14][C:11]1[NH:12][C:13]2[C:5]([C:3]([OH:4])=[O:2])=[C:6]([S:23]([CH2:26][C:27]3[CH:28]=[CH:29][CH:30]=[CH:31][CH:32]=3)(=[O:25])=[O:24])[CH:7]=[CH:8][C:9]=2[N:10]=1, predict the reactants needed to synthesize it. The reactants are: C[O:2][C:3]([C:5]1[C:13]2[NH:12][C:11]([NH:14][C:15]3[CH:20]=[CH:19][CH:18]=[C:17]([Cl:21])[C:16]=3[Cl:22])=[N:10][C:9]=2[CH:8]=[CH:7][C:6]=1[S:23]([CH2:26][C:27]1[CH:32]=[CH:31][CH:30]=[CH:29][CH:28]=1)(=[O:25])=[O:24])=[O:4].ClC1C=C(C(OO)=O)C=CC=1.[OH-].[Na+].